From a dataset of Reaction yield outcomes from USPTO patents with 853,638 reactions. Predict the reaction yield, written as a fraction of the theoretical maximum amount of product (1.0 means a 100% yield; for example, 0.34 means a 34% yield). (1) The reactants are [N+:1]([C:4]1[CH:9]=[CH:8][C:7]([N:10]2[CH2:15][CH2:14][NH:13][CH2:12][CH2:11]2)=[CH:6][CH:5]=1)([O-:3])=[O:2].C(N(C(C)C)CC)(C)C.[C:25](Cl)(=[O:27])[CH3:26]. The catalyst is ClCCl. The product is [N+:1]([C:4]1[CH:5]=[CH:6][C:7]([N:10]2[CH2:15][CH2:14][N:13]([C:25](=[O:27])[CH3:26])[CH2:12][CH2:11]2)=[CH:8][CH:9]=1)([O-:3])=[O:2]. The yield is 0.985. (2) The yield is 0.240. The catalyst is CN(C=O)C. The reactants are [F:1][C:2]1[CH:3]=[CH:4][C:5]([CH2:8][C:9]([O:11][CH3:12])=[O:10])=[N:6][CH:7]=1.[H-].[Na+].Cl[C:16]([C:26]1[CH:31]=[CH:30][C:29]([O:32][CH3:33])=[C:28]([O:34][CH3:35])[CH:27]=1)=[C:17]([C:22](OC)=[O:23])[C:18]([O:20][CH3:21])=[O:19]. The product is [CH3:35][O:34][C:28]1[CH:27]=[C:26]([C:16]2[C:8]([C:9]([O:11][CH3:12])=[O:10])=[C:5]3[N:6]([C:22](=[O:23])[C:17]=2[C:18]([O:20][CH3:21])=[O:19])[CH:7]=[C:2]([F:1])[CH:3]=[CH:4]3)[CH:31]=[CH:30][C:29]=1[O:32][CH3:33]. (3) The reactants are [F:8][C:7]([F:10])([F:9])[C:6](O[C:6](=[O:11])[C:7]([F:10])([F:9])[F:8])=[O:11].[NH2:14][C:15]1[CH:20]=[CH:19][C:18]([CH2:21][CH2:22][CH2:23][C:24]([OH:26])=[O:25])=[CH:17][CH:16]=1. The catalyst is C(Cl)(Cl)Cl. The product is [F:10][C:7]([F:8])([F:9])[C:6]([NH:14][C:15]1[CH:16]=[CH:17][C:18]([CH2:21][CH2:22][CH2:23][C:24]([OH:26])=[O:25])=[CH:19][CH:20]=1)=[O:11]. The yield is 0.690. (4) The reactants are [NH2:1][C:2]1[N:3]=[CH:4][C:5]2[CH2:11][N:10]([C:12]3[CH:13]=[C:14]([CH:18]=[CH:19][CH:20]=3)[C:15](O)=[O:16])[CH2:9][CH2:8][C:6]=2[N:7]=1.C(N(CC)C(C)C)(C)C.CN(C(ON1N=NC2C=CC=CC1=2)=[N+](C)C)C.F[P-](F)(F)(F)(F)F.[C:54]([C:58]1[CH:64]=[CH:63][C:61]([NH2:62])=[CH:60][CH:59]=1)([CH3:57])([CH3:56])[CH3:55]. The catalyst is CN(C=O)C. The product is [NH2:1][C:2]1[N:3]=[CH:4][C:5]2[CH2:11][N:10]([C:12]3[CH:13]=[C:14]([CH:18]=[CH:19][CH:20]=3)[C:15]([NH:62][C:61]3[CH:63]=[CH:64][C:58]([C:54]([CH3:57])([CH3:56])[CH3:55])=[CH:59][CH:60]=3)=[O:16])[CH2:9][CH2:8][C:6]=2[N:7]=1. The yield is 0.810.